The task is: Predict the reactants needed to synthesize the given product.. This data is from Full USPTO retrosynthesis dataset with 1.9M reactions from patents (1976-2016). (1) Given the product [CH3:31][O:32][C:33]1[C:42]([CH2:43][CH2:44][N:12]2[CH2:13][CH2:14][CH:15]([N:18]3[C:26]4[C:21](=[CH:22][CH:23]=[C:24]([C:27]([O:29][CH3:30])=[O:28])[CH:25]=4)[CH:20]=[CH:19]3)[CH2:16][CH2:17]2)=[C:41]2[C:36]([C:37](=[O:48])[CH2:38][C:39]([CH3:47])([CH3:46])[O:40]2)=[CH:35][CH:34]=1, predict the reactants needed to synthesize it. The reactants are: COCCOC.O1CCCC1.[NH:12]1[CH2:17][CH2:16][CH:15]([N:18]2[C:26]3[C:21](=[CH:22][CH:23]=[C:24]([C:27]([O:29][CH3:30])=[O:28])[CH:25]=3)[CH:20]=[CH:19]2)[CH2:14][CH2:13]1.[CH3:31][O:32][C:33]1[C:42]([CH2:43][CH:44]=O)=[C:41]2[C:36]([C:37](=[O:48])[CH2:38][C:39]([CH3:47])([CH3:46])[O:40]2)=[CH:35][CH:34]=1. (2) Given the product [OH:25][C:2]1[C:7]([N+:8]([O-:10])=[O:9])=[CH:6][N:5]=[C:4]([O:11][CH2:12][C@@H:13]([NH:15][C:16](=[O:22])[O:17][C:18]([CH3:21])([CH3:20])[CH3:19])[CH3:14])[CH:3]=1, predict the reactants needed to synthesize it. The reactants are: Cl[C:2]1[C:7]([N+:8]([O-:10])=[O:9])=[CH:6][N:5]=[C:4]([O:11][CH2:12][C@@H:13]([NH:15][C:16](=[O:22])[O:17][C:18]([CH3:21])([CH3:20])[CH3:19])[CH3:14])[CH:3]=1.C([O-])(=[O:25])C.[Cs+].CN(C=O)C. (3) Given the product [C:19]([C:16]1[CH:17]=[CH:18][C:13]([CH2:12][NH:11][C:9](=[O:10])[CH:8]([C:5]2[CH:6]=[CH:7][C:2]([C:27]3[CH:28]=[CH:29][CH:30]=[CH:31][C:26]=3[O:25][CH3:24])=[CH:3][C:4]=2[F:23])[O:21][CH3:22])=[CH:14][CH:15]=1)#[N:20], predict the reactants needed to synthesize it. The reactants are: Br[C:2]1[CH:7]=[CH:6][C:5]([CH:8]([O:21][CH3:22])[C:9]([NH:11][CH2:12][C:13]2[CH:18]=[CH:17][C:16]([C:19]#[N:20])=[CH:15][CH:14]=2)=[O:10])=[C:4]([F:23])[CH:3]=1.[CH3:24][O:25][C:26]1[CH:31]=[CH:30][CH:29]=[CH:28][C:27]=1B(O)O. (4) Given the product [CH:23]1([N:22]2[C:21]3[CH:29]=[CH:30][C:31]([C:33]([OH:35])=[O:34])=[CH:32][C:20]=3[N:19]=[C:18]2[C:13]2[CH:14]=[C:15]3[C:10](=[CH:11][CH:12]=2)[N:9]=[C:8]([C:6]2[CH:5]=[N:37][CH:3]=[CH:2][CH:7]=2)[CH:17]=[CH:16]3)[CH2:28][CH2:27][CH2:26][CH2:25][CH2:24]1, predict the reactants needed to synthesize it. The reactants are: Br[C:2]1[CH:3]=C[C:5](O)=[C:6]([C:8]2[CH:17]=[CH:16][C:15]3[C:10](=[CH:11][CH:12]=[C:13]([C:18]4[N:22]([CH:23]5[CH2:28][CH2:27][CH2:26][CH2:25][CH2:24]5)[C:21]5[CH:29]=[CH:30][C:31]([C:33]([OH:35])=[O:34])=[CH:32][C:20]=5[N:19]=4)[CH:14]=3)[N:9]=2)[CH:7]=1.[N:37]1C=CC=C(C(=O)C)C=1.[OH-].[K+]. (5) Given the product [C:11]1([C:10]2[C:3]3[C:2]([NH:1][CH2:24][C:25]4([CH3:30])[O:29][CH2:28][CH2:27][O:26]4)=[N:7][CH:6]=[N:5][C:4]=3[O:8][C:9]=2[C:17]2[CH:18]=[CH:19][CH:20]=[CH:21][CH:22]=2)[CH:16]=[CH:15][CH:14]=[CH:13][CH:12]=1, predict the reactants needed to synthesize it. The reactants are: [NH2:1][C:2]1[C:3]2[C:10]([C:11]3[CH:16]=[CH:15][CH:14]=[CH:13][CH:12]=3)=[C:9]([C:17]3[CH:22]=[CH:21][CH:20]=[CH:19][CH:18]=3)[O:8][C:4]=2[N:5]=[CH:6][N:7]=1.Br[CH2:24][C:25]1([CH3:30])[O:29][CH2:28][CH2:27][O:26]1.[OH-].[Na+]. (6) The reactants are: [S:1]1[CH:5]=[CH:4][N:3]=[C:2]1[O:6][C:7]1[CH:13]=[CH:12][C:10]([NH2:11])=[CH:9][CH:8]=1.[CH2:14]([O:21][CH2:22][C@H:23]([NH:27]C(OC(C)(C)C)=O)[C:24](O)=[O:25])[C:15]1[CH:20]=[CH:19][CH:18]=[CH:17][CH:16]=1. Given the product [NH2:27][C@@H:23]([CH2:22][O:21][CH2:14][C:15]1[CH:20]=[CH:19][CH:18]=[CH:17][CH:16]=1)[C:24]([NH:11][C:10]1[CH:12]=[CH:13][C:7]([O:6][C:2]2[S:1][CH:5]=[CH:4][N:3]=2)=[CH:8][CH:9]=1)=[O:25], predict the reactants needed to synthesize it. (7) Given the product [Cl:23][C:24]1[CH:43]=[CH:42][C:27]2[NH:28][C:29]([C:31]3[CH:32]=[CH:33][C:34]([C:35]4[N:38]=[C:6]([C:5]5[CH:4]=[CH:3][C:2]([Cl:1])=[CH:10][CH:9]=5)[O:8][N:36]=4)=[CH:40][CH:41]=3)=[N:30][C:26]=2[CH:25]=1, predict the reactants needed to synthesize it. The reactants are: [Cl:1][C:2]1[CH:10]=[CH:9][C:5]([C:6]([OH:8])=O)=[CH:4][CH:3]=1.C(C1NC=CN=1)(C1NC=CN=1)=O.[Cl:23][C:24]1[CH:43]=[CH:42][C:27]2[NH:28][C:29]([C:31]3[CH:41]=[CH:40][C:34](/[C:35](=[N:38]/[H])/[NH:36]O)=[CH:33][CH:32]=3)=[N:30][C:26]=2[CH:25]=1. (8) The reactants are: F[C:2]1[CH:3]=[N:4][CH:5]=[CH:6][C:7]=1[C:8]1[O:9][C:10]2[CH:16]=[CH:15][C:14]([C:17]([F:20])([F:19])[F:18])=[CH:13][C:11]=2[N:12]=1.[Na].[CH2:22]([SH:24])[CH3:23].CN(C=O)C. Given the product [CH2:22]([S:24][C:2]1[CH:3]=[N:4][CH:5]=[CH:6][C:7]=1[C:8]1[O:9][C:10]2[CH:16]=[CH:15][C:14]([C:17]([F:20])([F:19])[F:18])=[CH:13][C:11]=2[N:12]=1)[CH3:23], predict the reactants needed to synthesize it. (9) Given the product [F:20][C:21]1[CH:22]=[C:23]([CH:24]([C:19]2[CH:18]=[CH:17][N:16]=[CH:15][C:14]=2[F:13])[OH:25])[CH:26]=[CH:27][CH:28]=1, predict the reactants needed to synthesize it. The reactants are: C(NC(C)C)(C)C.C([Li])CCC.[F:13][C:14]1[CH:15]=[N:16][CH:17]=[CH:18][CH:19]=1.[F:20][C:21]1[CH:22]=[C:23]([CH:26]=[CH:27][CH:28]=1)[CH:24]=[O:25].[Cl-].[NH4+].